Predict the reactants needed to synthesize the given product. From a dataset of Full USPTO retrosynthesis dataset with 1.9M reactions from patents (1976-2016). (1) Given the product [Cl:20][C:17]1[CH:16]=[CH:15][C:14]([C@@H:12]([N:8]2[C:7](=[O:21])[CH:6]3[CH2:22][O:23][CH2:24][CH2:25][N:5]3[C:4]3[N:3]=[C:2]([C:30]4[CH:31]=[CH:32][CH:33]=[C:34]5[C:29]=4[CH:28]=[CH:27][NH:26]5)[N:11]=[CH:10][C:9]2=3)[CH3:13])=[CH:19][CH:18]=1, predict the reactants needed to synthesize it. The reactants are: Cl[C:2]1[N:11]=[CH:10][C:9]2[N:8]([C@H:12]([C:14]3[CH:19]=[CH:18][C:17]([Cl:20])=[CH:16][CH:15]=3)[CH3:13])[C:7](=[O:21])[C@@H:6]3[CH2:22][O:23][CH2:24][CH2:25][N:5]3[C:4]=2[N:3]=1.[NH:26]1[C:34]2[C:29](=[C:30](B(O)O)[CH:31]=[CH:32][CH:33]=2)[CH:28]=[CH:27]1. (2) Given the product [Br:23][C:20]1[CH:21]=[CH:22][C:17]([O:16][C:10]2[C:9]3[C:14](=[CH:15][C:6]([O:5][CH2:4][CH2:3][CH2:2][NH:1][S:35]([CH3:34])(=[O:37])=[O:36])=[C:7]([O:25][CH3:26])[CH:8]=3)[N:13]=[CH:12][N:11]=2)=[C:18]([F:24])[CH:19]=1, predict the reactants needed to synthesize it. The reactants are: [NH2:1][CH2:2][CH2:3][CH2:4][O:5][C:6]1[CH:15]=[C:14]2[C:9]([C:10]([O:16][C:17]3[CH:22]=[CH:21][C:20]([Br:23])=[CH:19][C:18]=3[F:24])=[N:11][CH:12]=[N:13]2)=[CH:8][C:7]=1[O:25][CH3:26].C(N(CC)CC)C.[CH3:34][S:35](Cl)(=[O:37])=[O:36]. (3) The reactants are: [C:1]([O:5][C:6]([N:8]1[CH2:14][CH2:13][C:12]2[C:15]([SH:20])=[C:16]([Cl:19])[CH:17]=[CH:18][C:11]=2[CH2:10][CH2:9]1)=[O:7])([CH3:4])([CH3:3])[CH3:2].C(N(CC)CC)C.FC(F)(F)S(O[CH2:34][C:35]([F:43])([F:42])[C:36]1[CH:41]=[CH:40][CH:39]=[CH:38][CH:37]=1)(=O)=O.O. Given the product [C:1]([O:5][C:6]([N:8]1[CH2:14][CH2:13][C:12]2[C:15]([S:20][CH2:34][C:35]([F:43])([F:42])[C:36]3[CH:41]=[CH:40][CH:39]=[CH:38][CH:37]=3)=[C:16]([Cl:19])[CH:17]=[CH:18][C:11]=2[CH2:10][CH2:9]1)=[O:7])([CH3:4])([CH3:2])[CH3:3], predict the reactants needed to synthesize it. (4) The reactants are: [F:1][C:2]([F:20])([F:19])[C:3](=O)[CH2:4][C:5]([C:7]1[CH:17]=[CH:16][C:10]2[O:11][CH2:12][C:13](=[O:15])[NH:14][C:9]=2[CH:8]=1)=O.Cl.[CH3:22][C:23]1[CH:28]=[C:27]([CH3:29])[CH:26]=[CH:25][C:24]=1[NH:30][NH2:31]. Given the product [CH3:22][C:23]1[CH:28]=[C:27]([CH3:29])[CH:26]=[CH:25][C:24]=1[N:30]1[C:5]([C:7]2[CH:17]=[CH:16][C:10]3[O:11][CH2:12][C:13](=[O:15])[NH:14][C:9]=3[CH:8]=2)=[CH:4][C:3]([C:2]([F:20])([F:19])[F:1])=[N:31]1, predict the reactants needed to synthesize it. (5) Given the product [CH3:1][O:2][C:3]1[CH:23]=[CH:22][C:21]([O:24][CH3:25])=[CH:20][C:4]=1[CH2:5][CH:6]1[C:15]2[C:10](=[C:11]([O:18][CH3:19])[CH:12]=[CH:13][C:14]=2[O:16][CH3:17])[CH2:9][CH2:8][N:7]1[CH2:27][C:28]([NH:36][CH2:35][C:34]1[CH:37]=[CH:38][CH:39]=[CH:40][C:33]=1[O:32][CH3:31])=[O:29], predict the reactants needed to synthesize it. The reactants are: [CH3:1][O:2][C:3]1[CH:23]=[CH:22][C:21]([O:24][CH3:25])=[CH:20][C:4]=1[CH2:5][CH:6]1[C:15]2[C:10](=[C:11]([O:18][CH3:19])[CH:12]=[CH:13][C:14]=2[O:16][CH3:17])[CH2:9][CH2:8][NH:7]1.Br[CH2:27][C:28](Br)=[O:29].[CH3:31][O:32][C:33]1[CH:40]=[CH:39][CH:38]=[CH:37][C:34]=1[CH2:35][NH2:36]. (6) Given the product [CH2:34]([N:15]1[C:16]2[CH:17]=[CH:18][C:10]([C:8]([N:4]3[CH2:5][CH2:6][CH2:7][CH:2]([CH3:1])[CH2:3]3)=[O:9])=[CH:11][C:12]=2[C:13]2[CH2:22][N:21]([C:23]([O:25][C:26]([CH3:28])([CH3:27])[CH3:29])=[O:24])[CH2:20][CH2:19][C:14]1=2)[CH:33]=[CH2:32], predict the reactants needed to synthesize it. The reactants are: [CH3:1][CH:2]1[CH2:7][CH2:6][CH2:5][N:4]([C:8]([C:10]2[CH:18]=[CH:17][C:16]3[NH:15][CH:14]4[CH2:19][CH2:20][N:21]([C:23]([O:25][C:26]([CH3:29])([CH3:28])[CH3:27])=[O:24])[CH2:22][CH:13]4[C:12]=3[CH:11]=2)=[O:9])[CH2:3]1.[H-].[Na+].[CH2:32](Br)[CH:33]=[CH2:34].